Predict the reaction yield, written as a fraction of the theoretical maximum amount of product (1.0 means a 100% yield; for example, 0.34 means a 34% yield). From a dataset of Reaction yield outcomes from USPTO patents with 853,638 reactions. (1) The reactants are [CH3:1][C:2]1[CH2:7][CH2:6][C@H:5]([C:8](Cl)=[O:9])[CH2:4][CH:3]=1.[CH3:11][O:12][C:13]([C:15]1[S:16][C:17]([C:31]#[C:32][C:33]([CH3:36])([CH3:35])[CH3:34])=[CH:18][C:19]=1[NH:20][CH:21]1[CH2:30][CH2:29][C:24]2([O:28][CH2:27][CH2:26][O:25]2)[CH2:23][CH2:22]1)=[O:14].[O-]P([O-])([O-])=O.[K+].[K+].[K+].CCOC(C)=O. The catalyst is ClC(Cl)C. The product is [CH3:11][O:12][C:13]([C:15]1[S:16][C:17]([C:31]#[C:32][C:33]([CH3:36])([CH3:35])[CH3:34])=[CH:18][C:19]=1[N:20]([CH:21]1[CH2:30][CH2:29][C:24]2([O:28][CH2:27][CH2:26][O:25]2)[CH2:23][CH2:22]1)[C:8]([C@H:5]1[CH2:6][CH2:7][C:2]([CH3:1])=[CH:3][CH2:4]1)=[O:9])=[O:14]. The yield is 0.610. (2) The reactants are Cl.[NH2:2][C@@H:3]([C:22]1[CH:27]=[CH:26][CH:25]=[CH:24][CH:23]=1)[C:4]1[CH:5]=[C:6]([CH:19]=[CH:20][CH:21]=1)[O:7][CH2:8][C:9]1[CH:18]=[CH:17][C:12]([C:13]([O:15][CH3:16])=[O:14])=[CH:11][CH:10]=1.[C:28](Cl)(=[O:38])[O:29][C@@H:30]1[CH:35]2[CH2:36][CH2:37][N:32]([CH2:33][CH2:34]2)[CH2:31]1.O. The catalyst is N1C=CC=CC=1. The product is [C:22]1([C@H:3]([NH:2][C:28]([O:29][C@@H:30]2[CH:35]3[CH2:36][CH2:37][N:32]([CH2:33][CH2:34]3)[CH2:31]2)=[O:38])[C:4]2[CH:5]=[C:6]([CH:19]=[CH:20][CH:21]=2)[O:7][CH2:8][C:9]2[CH:18]=[CH:17][C:12]([C:13]([O:15][CH3:16])=[O:14])=[CH:11][CH:10]=2)[CH:23]=[CH:24][CH:25]=[CH:26][CH:27]=1. The yield is 0.660. (3) The reactants are C([O:3][C:4]([C:6]1[C:7]([C:12]2[CH:17]=[CH:16][C:15]([F:18])=[CH:14][N:13]=2)=[N:8][O:9][C:10]=1[CH3:11])=O)C.O.[OH-].[Na+]. The catalyst is C1COCC1. The product is [F:18][C:15]1[CH:16]=[CH:17][C:12]([C:7]2[C:6]([CH2:4][OH:3])=[C:10]([CH3:11])[O:9][N:8]=2)=[N:13][CH:14]=1. The yield is 0.710. (4) The catalyst is C(O)C. The reactants are [F:1][C:2]1[CH:3]=[C:4]([N:9]2[CH2:13][C@@H:12]([CH2:14][N:15]3C(=O)C4C(=CC=CC=4)C3=O)[O:11][C:10]2=[O:26])[CH:5]=[CH:6][C:7]=1[I:8].O.NN. The product is [NH2:15][CH2:14][C@@H:12]1[O:11][C:10](=[O:26])[N:9]([C:4]2[CH:5]=[CH:6][C:7]([I:8])=[C:2]([F:1])[CH:3]=2)[CH2:13]1. The yield is 0.952. (5) The reactants are [OH:1][CH2:2][C:3]1[CH:24]=[CH:23][C:6]([CH2:7][N:8]2[CH:13]=[C:12]([C:14]3[CH:19]=[CH:18][C:17]([O:20][CH3:21])=[CH:16][CH:15]=3)[CH:11]=[CH:10][C:9]2=[O:22])=[CH:5][CH:4]=1.[H-].[Na+].I[CH3:28]. The catalyst is CN(C=O)C.CCOC(C)=O. The product is [CH3:28][O:1][CH2:2][C:3]1[CH:4]=[CH:5][C:6]([CH2:7][N:8]2[CH:13]=[C:12]([C:14]3[CH:15]=[CH:16][C:17]([O:20][CH3:21])=[CH:18][CH:19]=3)[CH:11]=[CH:10][C:9]2=[O:22])=[CH:23][CH:24]=1. The yield is 0.550. (6) The reactants are [OH:1][N:2]1[C:6](=[O:7])[C:5]2=[CH:8][CH:9]=[CH:10][CH:11]=[C:4]2[C:3]1=[O:12].C([O-])([O-])=O.[K+].[K+].Br[CH2:20][C:21]([O:23][C:24]([CH3:27])([CH3:26])[CH3:25])=[O:22]. The catalyst is CN(C=O)C. The product is [O:7]=[C:6]1[C:5]2[CH:8]=[CH:9][CH:10]=[CH:11][C:4]=2[C:3](=[O:12])[N:2]1[O:1][CH2:20][C:21]([O:23][C:24]([CH3:27])([CH3:26])[CH3:25])=[O:22]. The yield is 0.710. (7) The product is [F:26][CH:27]1[CH2:32][CH2:31][N:30]([S:10]([C:7]2[CH:8]=[CH:9][C:4]([N+:1]([O-:3])=[O:2])=[CH:5][CH:6]=2)(=[O:12])=[O:11])[CH2:29][CH2:28]1. The catalyst is CCOC(C)=O. The yield is 0.890. The reactants are [N+:1]([C:4]1[CH:9]=[CH:8][C:7]([S:10](Cl)(=[O:12])=[O:11])=[CH:6][CH:5]=1)([O-:3])=[O:2].N1C=CC=CC=1.C1COCC1.Cl.[F:26][CH:27]1[CH2:32][CH2:31][NH:30][CH2:29][CH2:28]1. (8) The reactants are [OH:1][CH2:2][CH2:3][N:4]1[CH2:9][CH2:8][N:7]([C:10]2[CH:15]=[CH:14][C:13]([NH:16][C:17]3[N:22]=[CH:21][C:20](/[CH:23]=[CH:24]/[C:25]4[CH:26]=[C:27]([CH:32]=[C:33]([O:35][CH3:36])[CH:34]=4)[C:28]([O:30][CH3:31])=[O:29])=[CH:19][N:18]=3)=[CH:12][CH:11]=2)[CH2:6][CH2:5]1. The catalyst is CO.C1COCC1.[Pd]. The product is [OH:1][CH2:2][CH2:3][N:4]1[CH2:5][CH2:6][N:7]([C:10]2[CH:11]=[CH:12][C:13]([NH:16][C:17]3[N:18]=[CH:19][C:20]([CH2:23][CH2:24][C:25]4[CH:26]=[C:27]([CH:32]=[C:33]([O:35][CH3:36])[CH:34]=4)[C:28]([O:30][CH3:31])=[O:29])=[CH:21][N:22]=3)=[CH:14][CH:15]=2)[CH2:8][CH2:9]1. The yield is 0.423. (9) The reactants are [CH3:1][C:2]1[N:11]=[CH:10][C:9]2[C:4](=[CH:5][CH:6]=[CH:7][C:8]=2[O:12][CH2:13][CH2:14][OH:15])[N:3]=1.C(N(CC)CC)C.[CH3:23][S:24](Cl)(=[O:26])=[O:25]. The catalyst is ClCCl. The product is [CH3:23][S:24]([O:15][CH2:14][CH2:13][O:12][C:8]1[CH:7]=[CH:6][CH:5]=[C:4]2[C:9]=1[CH:10]=[N:11][C:2]([CH3:1])=[N:3]2)(=[O:26])=[O:25]. The yield is 0.990. (10) The reactants are CO[C:3](=O)[CH2:4][CH2:5][CH2:6][CH2:7][CH2:8][CH2:9][CH2:10]/[CH:11]=[CH:12]\CCCCCCCC.C=C. The catalyst is [Ru]. The product is [CH2:3]=[CH:4][CH2:5][CH2:6][CH2:7][CH2:8][CH2:9][CH2:10][CH2:11][CH3:12]. The yield is 0.446.